This data is from Forward reaction prediction with 1.9M reactions from USPTO patents (1976-2016). The task is: Predict the product of the given reaction. (1) The product is: [Cl:26][C:27]1[CH:28]=[C:29]([CH:33]=[CH:34][CH:35]=1)[C:30]([NH:1][C:2]1[CH:11]=[C:10]2[C:5]([CH:6]=[CH:7][CH:8]=[C:9]2[N:12]2[CH2:17][CH2:16][N:15]([CH3:18])[CH2:14][CH2:13]2)=[CH:4][CH:3]=1)=[O:31]. Given the reactants [NH2:1][C:2]1[CH:11]=[C:10]2[C:5]([CH:6]=[CH:7][CH:8]=[C:9]2[N:12]2[CH2:17][CH2:16][N:15]([CH3:18])[CH2:14][CH2:13]2)=[CH:4][CH:3]=1.C(N(CC)CC)C.[Cl:26][C:27]1[CH:28]=[C:29]([CH:33]=[CH:34][CH:35]=1)[C:30](Cl)=[O:31], predict the reaction product. (2) Given the reactants [Cl:1][C:2]1[CH:3]=[C:4]([CH:15]=[C:16]([Cl:18])[CH:17]=1)[CH2:5][NH:6][CH2:7][C:8]1[CH:13]=[CH:12][C:11]([F:14])=[CH:10][CH:9]=1.[C:19]([C:21]1[CH:22]=[C:23]([S:27](Cl)(=[O:29])=[O:28])[CH:24]=[CH:25][CH:26]=1)#[N:20].CCN(CC)CC.S(Cl)(Cl)(=O)=O, predict the reaction product. The product is: [C:19]([C:21]1[CH:22]=[C:23]([S:27]([N:6]([CH2:5][C:4]2[CH:3]=[C:2]([Cl:1])[CH:17]=[C:16]([Cl:18])[CH:15]=2)[CH2:7][C:8]2[CH:9]=[CH:10][C:11]([F:14])=[CH:12][CH:13]=2)(=[O:29])=[O:28])[CH:24]=[CH:25][CH:26]=1)#[N:20]. (3) Given the reactants [Br:1][C:2]1[S:6][C:5]([C:7](OC)=[O:8])=[C:4]([NH:11][CH2:12][CH:13]([F:15])[F:14])[CH:3]=1.[OH-].[Na+].Cl.C([N:21](CC)CC)C.[Cl-].[NH4+].Cl.C(N=C=NCCCN(C)C)C.ON1C2C=CC=CC=2N=N1, predict the reaction product. The product is: [Br:1][C:2]1[S:6][C:5]([C:7]([NH2:21])=[O:8])=[C:4]([NH:11][CH2:12][CH:13]([F:15])[F:14])[CH:3]=1. (4) Given the reactants [CH3:1][O:2][C:3](=[O:52])[C@@H:4]([NH:24][C:25](=[O:51])[C:26]1[CH:31]=[CH:30][C:29]([C:32](=[O:49])[NH:33][CH2:34][C:35]2[CH:40]=[CH:39][CH:38]=[C:37]([O:41][Si](C(C)(C)C)(C)C)[CH:36]=2)=[CH:28][C:27]=1[Cl:50])[CH2:5][C:6]1[CH:11]=[CH:10][C:9]([NH:12][C:13](=[O:23])[C:14]2[C:19]([Cl:20])=[CH:18][C:17]([OH:21])=[CH:16][C:15]=2[Cl:22])=[CH:8][CH:7]=1.C(=O)([O-])[O-].[K+].[K+].[C:59]([O:63][C:64](=[O:70])[NH:65][CH2:66][CH2:67][CH2:68]Br)([CH3:62])([CH3:61])[CH3:60], predict the reaction product. The product is: [CH3:1][O:2][C:3](=[O:52])[C@@H:4]([NH:24][C:25](=[O:51])[C:26]1[CH:31]=[CH:30][C:29]([C:32](=[O:49])[NH:33][CH2:34][C:35]2[CH:40]=[CH:39][CH:38]=[C:37]([OH:41])[CH:36]=2)=[CH:28][C:27]=1[Cl:50])[CH2:5][C:6]1[CH:11]=[CH:10][C:9]([NH:12][C:13](=[O:23])[C:14]2[C:19]([Cl:20])=[CH:18][C:17]([O:21][CH2:68][CH2:67][CH2:66][NH:65][C:64]([O:63][C:59]([CH3:60])([CH3:62])[CH3:61])=[O:70])=[CH:16][C:15]=2[Cl:22])=[CH:8][CH:7]=1. (5) The product is: [N:1]1([C:7]2[C:8]3[CH:31]=[CH:30][N:29]([CH2:32][CH2:33][N:35]4[CH2:40][CH2:39][CH2:38][CH2:37][CH2:36]4)[C:9]=3[N:10]=[C:11]([C:13]3[CH:18]=[CH:17][C:16]([NH:19][C:20]([NH:22][C:23]4[CH:24]=[CH:25][N:26]=[CH:27][CH:28]=4)=[O:21])=[CH:15][CH:14]=3)[N:12]=2)[CH2:6][CH2:5][O:4][CH2:3][CH2:2]1. Given the reactants [N:1]1([C:7]2[C:8]3[CH:31]=[CH:30][N:29]([CH2:32][CH:33]=O)[C:9]=3[N:10]=[C:11]([C:13]3[CH:18]=[CH:17][C:16]([NH:19][C:20]([NH:22][C:23]4[CH:28]=[CH:27][N:26]=[CH:25][CH:24]=4)=[O:21])=[CH:15][CH:14]=3)[N:12]=2)[CH2:6][CH2:5][O:4][CH2:3][CH2:2]1.[NH:35]1[CH2:40][CH2:39][CH2:38][CH2:37][CH2:36]1, predict the reaction product.